From a dataset of Reaction yield outcomes from USPTO patents with 853,638 reactions. Predict the reaction yield, written as a fraction of the theoretical maximum amount of product (1.0 means a 100% yield; for example, 0.34 means a 34% yield). (1) The reactants are [OH:1][C:2]1[CH:7]=[C:6]([CH2:8][CH3:9])[N:5]=[C:4](S)[N:3]=1.CO. The catalyst is O.C(Cl)Cl.[Ni]. The product is [CH2:8]([C:6]1[N:5]=[CH:4][NH:3][C:2](=[O:1])[CH:7]=1)[CH3:9]. The yield is 0.980. (2) The reactants are C([O-])(O)=O.[Na+].[NH:6]1[C:14]2[C:9](=[CH:10][CH:11]=[CH:12][CH:13]=2)[CH2:8][CH2:7]1.[C:15](Cl)(=[O:17])[CH3:16]. The catalyst is C(Cl)Cl. The product is [N:6]1([C:15](=[O:17])[CH3:16])[C:14]2[C:9](=[CH:10][CH:11]=[CH:12][CH:13]=2)[CH2:8][CH2:7]1. The yield is 1.00. (3) The reactants are O.[OH-].[Li+].C[O:5][C:6](=[O:23])[C:7]1[CH:12]=[CH:11][C:10](/[CH:13]=[CH:14]/[C:15]([O:17][C:18]([CH3:21])([CH3:20])[CH3:19])=[O:16])=[C:9]([CH3:22])[CH:8]=1. The catalyst is C1COCC1.O. The product is [C:18]([O:17][C:15](/[CH:14]=[CH:13]/[C:10]1[CH:11]=[CH:12][C:7]([C:6]([OH:23])=[O:5])=[CH:8][C:9]=1[CH3:22])=[O:16])([CH3:21])([CH3:20])[CH3:19]. The yield is 0.920. (4) The reactants are [C:1]([O:5][C:6]([N:8]1[CH:13]2[CH2:14][CH2:15][CH:9]1[CH2:10][C:11](=[CH:16][CH2:17][OH:18])[CH2:12]2)=[O:7])([CH3:4])([CH3:3])[CH3:2].[H-].[Na+].Br[CH2:22][CH:23]1[CH2:25][CH2:24]1. The catalyst is CN(C=O)C. The product is [C:1]([O:5][C:6]([N:8]1[CH:13]2[CH2:14][CH2:15][CH:9]1[CH2:10][C:11](=[CH:16][CH2:17][O:18][CH2:22][CH:23]1[CH2:25][CH2:24]1)[CH2:12]2)=[O:7])([CH3:4])([CH3:3])[CH3:2]. The yield is 0.250. (5) The reactants are Cl.[CH2:2]([NH2:4])[CH3:3].CCN(C(C)C)C(C)C.[CH3:14][C:15]([C:19]1[N:23]([CH2:24][CH:25]2[CH2:30][CH2:29][O:28][CH2:27][CH2:26]2)[C:22]2[CH:31]=[CH:32][C:33]([S:35]([N:38]3[CH:42]=[C:41]([C:43]([OH:45])=O)[CH:40]=[N:39]3)(=[O:37])=[O:36])=[CH:34][C:21]=2[N:20]=1)([CH3:18])[CH2:16][CH3:17].CN(C(ON1N=NC2C=CC=NC1=2)=[N+](C)C)C.F[P-](F)(F)(F)(F)F. The catalyst is CN(C=O)C. The product is [CH3:14][C:15]([C:19]1[N:23]([CH2:24][CH:25]2[CH2:30][CH2:29][O:28][CH2:27][CH2:26]2)[C:22]2[CH:31]=[CH:32][C:33]([S:35]([N:38]3[CH:42]=[C:41]([C:43]([NH:4][CH2:2][CH3:3])=[O:45])[CH:40]=[N:39]3)(=[O:37])=[O:36])=[CH:34][C:21]=2[N:20]=1)([CH3:18])[CH2:16][CH3:17]. The yield is 0.610. (6) The reactants are C([O:4][CH2:5][C:6]1[CH:11]=[C:10]([O:12][C:13]2[CH:18]=[CH:17][C:16]([C:19]([O:28][CH2:29][O:30][CH3:31])([C:24]([F:27])([F:26])[F:25])[C:20]([F:23])([F:22])[F:21])=[CH:15][C:14]=2[CH2:32][CH2:33][CH3:34])[CH:9]=[CH:8][N:7]=1)(=O)C.C(=O)([O-])[O-].[K+].[K+]. The catalyst is CO. The product is [F:23][C:20]([F:21])([F:22])[C:19]([C:16]1[CH:17]=[CH:18][C:13]([O:12][C:10]2[CH:9]=[CH:8][N:7]=[C:6]([CH2:5][OH:4])[CH:11]=2)=[C:14]([CH2:32][CH2:33][CH3:34])[CH:15]=1)([O:28][CH2:29][O:30][CH3:31])[C:24]([F:27])([F:26])[F:25]. The yield is 0.830. (7) The reactants are C(C1ON=C([NH:10][C:11]([NH:13][C:14]2[CH:19]=[CH:18][CH:17]=[C:16]([S:20][C:21]3[C:30]4[C:25](=[CH:26][C:27]([O:33][CH2:34][CH2:35]Cl)=[C:28]([O:31][CH3:32])[CH:29]=4)[N:24]=[CH:23][N:22]=3)[CH:15]=2)=[O:12])C=1)(C)(C)C.[CH3:37][S:38]([N:41]1[CH2:46][CH2:45][NH:44][CH2:43][CH2:42]1)(=[O:40])=[O:39].C(N(C(C)C)CC)(C)C. The catalyst is CN(C=O)C.[I-].C([N+](CCCC)(CCCC)CCCC)CCC. The product is [CH3:32][O:31][C:28]1[CH:29]=[C:30]2[C:25](=[CH:26][C:27]=1[O:33][CH2:34][CH2:35][N:44]1[CH2:45][CH2:46][N:41]([S:38]([CH3:37])(=[O:40])=[O:39])[CH2:42][CH2:43]1)[N:24]=[CH:23][N:22]=[C:21]2[S:20][C:16]1[CH:15]=[C:14]([NH:13][C:11](=[O:12])[NH2:10])[CH:19]=[CH:18][CH:17]=1. The yield is 0.170.